From a dataset of Forward reaction prediction with 1.9M reactions from USPTO patents (1976-2016). Predict the product of the given reaction. (1) Given the reactants [C:1]1([C:7]2[C:8]([C:16]3[CH:23]=[CH:22][C:19]([CH:20]=O)=[CH:18][CH:17]=3)=[N:9][C:10]3[N:11]([N:13]=[CH:14][CH:15]=3)[CH:12]=2)[CH:6]=[CH:5][CH:4]=[CH:3][CH:2]=1.Cl.[F:25][C:26]1[CH:27]=[CH:28][C:29]2[N:33]=[C:32]([CH:34]3[CH2:39][CH2:38][NH:37][CH2:36][CH2:35]3)[NH:31][C:30]=2[CH:40]=1.[BH-](OC(C)=O)(OC(C)=O)OC(C)=O.[Na+], predict the reaction product. The product is: [F:25][C:26]1[CH:27]=[CH:28][C:29]2[N:33]=[C:32]([CH:34]3[CH2:35][CH2:36][N:37]([CH2:20][C:19]4[CH:22]=[CH:23][C:16]([C:8]5[C:7]([C:1]6[CH:6]=[CH:5][CH:4]=[CH:3][CH:2]=6)=[CH:12][N:11]6[N:13]=[CH:14][CH:15]=[C:10]6[N:9]=5)=[CH:17][CH:18]=4)[CH2:38][CH2:39]3)[NH:31][C:30]=2[CH:40]=1. (2) Given the reactants [S:1]1[C:5]2[CH:6]=[CH:7][CH:8]=[CH:9][C:4]=2[N:3]=[C:2]1[N:10]1[C:14](=[O:15])[CH:13]=[C:12]([C:16]2[S:17][CH:18]=[CH:19][CH:20]=2)[NH:11]1.CO[CH:23](OC)[N:24]([CH3:26])[CH3:25].C(OCC)C, predict the reaction product. The product is: [S:1]1[C:5]2[CH:6]=[CH:7][CH:8]=[CH:9][C:4]=2[N:3]=[C:2]1[N:10]1[C:14](=[O:15])[C:13](=[CH:23][N:24]([CH3:26])[CH3:25])[C:12]([C:16]2[S:17][CH:18]=[CH:19][CH:20]=2)=[N:11]1. (3) Given the reactants [F:1][B-:2]([F:5])([F:4])[F:3].[N:6]#[O+].[F:8][C:9]1[CH:15]=[CH:14][C:13]([F:16])=[CH:12][C:10]=1[NH2:11], predict the reaction product. The product is: [F:1][B-:2]([F:5])([F:4])[F:3].[F:8][C:9]1[CH:15]=[CH:14][C:13]([F:16])=[CH:12][C:10]=1[N+:11]#[N:6]. (4) Given the reactants [CH2:1]([O:8][C:9]1[CH:14]=[CH:13][C:12]([C:15]2[N:19]([C:20]3[CH:21]=[CH:22][C:23]([O:26][CH3:27])=[N:24][CH:25]=3)[N:18]=[C:17]([OH:28])[CH:16]=2)=[CH:11][CH:10]=1)[C:2]1[CH:7]=[CH:6][CH:5]=[CH:4][CH:3]=1.[C:29](=O)(OC)OC.C(=O)([O-])[O-].[K+].[K+], predict the reaction product. The product is: [CH2:1]([O:8][C:9]1[CH:10]=[CH:11][C:12]([C:15]2[N:19]([C:20]3[CH:21]=[CH:22][C:23]([O:26][CH3:27])=[N:24][CH:25]=3)[N:18]=[C:17]([O:28][CH3:29])[CH:16]=2)=[CH:13][CH:14]=1)[C:2]1[CH:7]=[CH:6][CH:5]=[CH:4][CH:3]=1. (5) Given the reactants [Cl:1][C:2]1[CH:7]=[CH:6][C:5]([C:8]2[NH:9][C:10]3[N:11]([N:15]=[CH:16][C:17]=3[C:18]#[N:19])[C:12](=[O:14])[CH:13]=2)=[CH:4][C:3]=1[O:20][CH3:21].S(=O)(=O)(O)[OH:23], predict the reaction product. The product is: [Cl:1][C:2]1[CH:7]=[CH:6][C:5]([C:8]2[NH:9][C:10]3[N:11]([N:15]=[CH:16][C:17]=3[C:18]([NH2:19])=[O:23])[C:12](=[O:14])[CH:13]=2)=[CH:4][C:3]=1[O:20][CH3:21]. (6) Given the reactants [C:11]([O:10][BH-]([O:10][C:11](=[O:13])[CH3:12])[O:10][C:11](=[O:13])[CH3:12])(=[O:13])[CH3:12].[Na+].[NH:15]1[C:24]2[C:19](=[CH:20][CH:21]=[CH:22][C:23]=2[CH2:25][N:26](C(=O)C(F)(F)F)[C:27]2[CH:32]=[CH:31][C:30]([C@@H:33]3C[C@H:34]3C(OC)=O)=[CH:29][CH:28]=2)[CH2:18][CH2:17][CH2:16]1.[C:46]1([CH2:52][CH:53]=O)[CH:51]=[CH:50][CH:49]=[CH:48][CH:47]=1.[BH4-].[Na+], predict the reaction product. The product is: [C:46]1([CH2:52][CH2:53][N:15]2[C:24]3[C:19](=[CH:20][CH:21]=[CH:22][C:23]=3[CH2:25][NH:26][C:27]3[CH:28]=[CH:29][C:30]([C@@H:33]4[CH2:34][C@H:12]4[C:11]([OH:10])=[O:13])=[CH:31][CH:32]=3)[CH2:18][CH2:17][CH2:16]2)[CH:51]=[CH:50][CH:49]=[CH:48][CH:47]=1.